From a dataset of Kir2.1 potassium channel HTS with 301,493 compounds. Binary Classification. Given a drug SMILES string, predict its activity (active/inactive) in a high-throughput screening assay against a specified biological target. (1) The compound is s1c(C(=O)N2CC(CCC2)C(=O)c2c(cc(OC)cc2)C)ccc1C(=O)C. The result is 0 (inactive). (2) The molecule is S(=O)(=O)(N1CCC(CC1)C(=O)NCCC(=O)Nc1sccn1)c1ccc(NC(=O)C)cc1. The result is 0 (inactive). (3) The drug is S(c1nc2c(nc1N1CCCC1)cccc2)CC(=O)Nc1ccc(CC)cc1. The result is 0 (inactive). (4) The compound is O=C(C(/[n+]1cc2c(cc1)cccc2)=C(\[O-])c1ccccc1)c1ccc([N+]([O-])=O)cc1. The result is 0 (inactive). (5) The drug is S(=O)(=O)(N1CCC(CC1)C)c1cc2c(n(CC)cc(c2=O)C(OCC)=O)cc1. The result is 0 (inactive).